This data is from Reaction yield outcomes from USPTO patents with 853,638 reactions. The task is: Predict the reaction yield, written as a fraction of the theoretical maximum amount of product (1.0 means a 100% yield; for example, 0.34 means a 34% yield). (1) The reactants are O=[C:2]1[C:7]([C:8]([O:10][CH3:11])=[O:9])=[CH:6][CH:5]=[CH:4][O:3]1.[F:12][C:13]1[CH:19]=[CH:18][C:16]([NH2:17])=[CH:15][CH:14]=1.Cl.CN(C)CCCN=C=NCC.Cl. The catalyst is O1CCCC1.CN(C)C1C=CN=CC=1.O.C(OCC)(=O)C. The product is [F:12][C:13]1[CH:19]=[CH:18][C:16]([N:17]2[CH:4]=[CH:5][CH:6]=[C:7]([C:8]([O:10][CH3:11])=[O:9])[C:2]2=[O:3])=[CH:15][CH:14]=1. The yield is 0.220. (2) The product is [OH:16][C:15]1[C:10]([C:8]([N:11]([CH2:10][C:8]([OH:19])=[O:18])[CH3:12])=[O:9])=[N:11][CH:12]=[CH:13][CH:14]=1. The catalyst is C1COCC1.C(Cl)(Cl)Cl.C(O)(C)C. The yield is 0.850. The reactants are C(OC(=O)CNC[C:8]([C:10]1[C:15]([OH:16])=[CH:14][CH:13]=[CH:12][N:11]=1)=[O:9])C.[OH2:18].[OH-:19].[Na+]. (3) The reactants are [CH:1]([C:3]1[CH:4]=[CH:5][CH:6]=[C:7]2[C:11]=1[NH:10][CH:9]=[CH:8]2)=[O:2].C[Li].[CH2:14](OCC)C.C(=O)(O)[O-].[Na+]. The catalyst is O1CCCC1.C(OCC)(=O)C. The product is [NH:10]1[C:11]2[C:7](=[CH:6][CH:5]=[CH:4][C:3]=2[CH:1]([OH:2])[CH3:14])[CH:8]=[CH:9]1. The yield is 0.940. (4) The reactants are Cl.Cl.[CH3:3][C:4]1[CH:17]=[C:7]2[C:8]([C@@H:12]3[CH2:14][C@H:13]3[CH2:15][NH2:16])=[CH:9][CH:10]=[CH:11][N:6]2[N:5]=1.C(N(CC)CC)C.[CH:25]1([C:28](Cl)=[O:29])[CH2:27][CH2:26]1.C(O)C. The catalyst is O1CCCC1. The product is [CH3:3][C:4]1[CH:17]=[C:7]2[C:8]([C@@H:12]3[CH2:14][C@H:13]3[CH2:15][NH:16][C:28]([CH:25]3[CH2:27][CH2:26]3)=[O:29])=[CH:9][CH:10]=[CH:11][N:6]2[N:5]=1. The yield is 0.880. (5) The reactants are C([O:3][C:4](=[O:14])[CH2:5][O:6][C:7]1[CH:12]=[CH:11][CH:10]=[C:9]([I:13])[CH:8]=1)C.O[Li].O. The catalyst is C1COCC1.CO.O. The product is [I:13][C:9]1[CH:8]=[C:7]([CH:12]=[CH:11][CH:10]=1)[O:6][CH2:5][C:4]([OH:14])=[O:3]. The yield is 0.830. (6) The reactants are [CH2:1]([N:8]1[C:14](=O)[C:13]2[CH:16]=[CH:17][N:18]=[C:19]([Cl:20])[C:12]=2[O:11][CH2:10][CH2:9]1)[C:2]1[CH:7]=[CH:6][CH:5]=[CH:4][CH:3]=1.CO. The catalyst is C1COCC1. The product is [CH2:1]([N:8]1[CH2:14][C:13]2[CH:16]=[CH:17][N:18]=[C:19]([Cl:20])[C:12]=2[O:11][CH2:10][CH2:9]1)[C:2]1[CH:7]=[CH:6][CH:5]=[CH:4][CH:3]=1. The yield is 0.790. (7) The reactants are [O:1]=[C:2]1[C:11]2[NH:12][CH:13]=[C:14]([C:15]([OH:17])=O)[C:10]=2[C:9]2[CH:8]=[CH:7][CH:6]=[CH:5][C:4]=2[NH:3]1.[CH3:18][N:19]([CH3:24])[CH2:20][CH2:21][CH2:22][NH2:23]. The catalyst is C(OCC)C. The product is [CH3:18][N:19]([CH3:24])[CH2:20][CH2:21][CH2:22][NH:23][C:15]([C:14]1[C:10]2[C:9]3[CH:8]=[CH:7][CH:6]=[CH:5][C:4]=3[NH:3][C:2](=[O:1])[C:11]=2[NH:12][CH:13]=1)=[O:17]. The yield is 0.360.